From a dataset of Catalyst prediction with 721,799 reactions and 888 catalyst types from USPTO. Predict which catalyst facilitates the given reaction. (1) Reactant: [CH2:1]([O:8][C:9](=[O:23])[C@@H:10]([NH:15][C:16]([O:18][C:19]([CH3:22])([CH3:21])[CH3:20])=[O:17])[CH2:11][C:12]([OH:14])=O)[C:2]1[CH:7]=[CH:6][CH:5]=[CH:4][CH:3]=1.C(N1C=CN=C1)(N1C=CN=C1)=O.[N+:36]([CH3:39])([O-:38])=[O:37].CC(C)([O-])C.[K+].Cl. Product: [C:19]([O:18][C:16]([NH:15][C@@H:10]([CH2:11][C:12](=[O:14])[CH2:39][N+:36]([O-:38])=[O:37])[C:9]([O:8][CH2:1][C:2]1[CH:3]=[CH:4][CH:5]=[CH:6][CH:7]=1)=[O:23])=[O:17])([CH3:22])([CH3:21])[CH3:20]. The catalyst class is: 213. (2) Reactant: [CH3:1][C:2]([O:4][C@H:5]1[C:14]2[C@@:15]3([CH3:30])[C@@H:26]([CH2:27][O:28][CH3:29])[O:25][C:23](=[O:24])[C:17]4=[CH:18][O:19][C:20]([C:21](=[O:22])[C:13]=2[C@@H:8]2[CH2:9][CH2:10][C@H:11]([OH:12])[C@@:7]2([CH3:31])[CH2:6]1)=[C:16]34)=[O:3].[CH3:32][NH:33][CH:34]1[CH2:38][N:37]([CH3:39])[CH2:36][CH2:35]1. Product: [C:2]([O:4][C@H:5]1[C:14]2[C@:15]3([CH3:30])[C:16](/[C:17](=[CH:18]\[N:33]([CH3:32])[CH:34]4[CH2:35][CH2:36][N:37]([CH3:39])[CH2:38]4)/[C:23](=[O:24])[O:25][C@@H:26]3[CH2:27][O:28][CH3:29])=[C:20]([OH:19])[C:21](=[O:22])[C:13]=2[CH:8]2[C@@:7]([CH3:31])([C@@H:11]([OH:12])[CH2:10][CH2:9]2)[CH2:6]1)(=[O:3])[CH3:1]. The catalyst class is: 2.